This data is from Reaction yield outcomes from USPTO patents with 853,638 reactions. The task is: Predict the reaction yield, written as a fraction of the theoretical maximum amount of product (1.0 means a 100% yield; for example, 0.34 means a 34% yield). (1) The reactants are S(C1C=CC(C)=CC=1)(O[CH2:5][CH:6]1[CH2:11][CH:10]([O:12][CH2:13][CH2:14][CH2:15][CH2:16][CH2:17][CH2:18][CH2:19][CH2:20][CH2:21][CH2:22][CH2:23][CH2:24][CH2:25][CH2:26][CH2:27][CH2:28][CH2:29][CH3:30])[CH:9]([O:31][CH2:32][CH2:33][CH2:34][CH2:35][CH2:36][CH2:37][CH2:38][CH2:39][CH2:40][CH2:41][CH2:42][CH2:43][CH2:44][CH2:45][CH2:46][CH2:47][CH2:48][CH3:49])[CH:8]([O:50][CH2:51][CH2:52][CH2:53][CH2:54][CH2:55][CH2:56][CH2:57][CH2:58][CH2:59][CH2:60][CH2:61][CH2:62][CH2:63][CH2:64][CH2:65][CH2:66][CH2:67][CH3:68])[CH2:7]1)(=O)=O.[OH:76][C:77]1[CH:84]=[C:83]([O:85][CH3:86])[CH:82]=[CH:81][C:78]=1[CH:79]=[O:80].C(=O)([O-])[O-].[K+].[K+]. The catalyst is CN(C=O)C.C(Cl)(Cl)Cl. The product is [CH3:86][O:85][C:83]1[CH:82]=[CH:81][C:78]([CH:79]=[O:80])=[C:77]([O:76][CH2:5][CH:6]2[CH2:11][CH:10]([O:12][CH2:13][CH2:14][CH2:15][CH2:16][CH2:17][CH2:18][CH2:19][CH2:20][CH2:21][CH2:22][CH2:23][CH2:24][CH2:25][CH2:26][CH2:27][CH2:28][CH2:29][CH3:30])[CH:9]([O:31][CH2:32][CH2:33][CH2:34][CH2:35][CH2:36][CH2:37][CH2:38][CH2:39][CH2:40][CH2:41][CH2:42][CH2:43][CH2:44][CH2:45][CH2:46][CH2:47][CH2:48][CH3:49])[CH:8]([O:50][CH2:51][CH2:52][CH2:53][CH2:54][CH2:55][CH2:56][CH2:57][CH2:58][CH2:59][CH2:60][CH2:61][CH2:62][CH2:63][CH2:64][CH2:65][CH2:66][CH2:67][CH3:68])[CH2:7]2)[CH:84]=1. The yield is 0.970. (2) The reactants are [CH3:1][C:2]1([CH3:19])[CH2:6][CH2:5][N:4]([C:7]([O:9][CH2:10][C:11]2[CH:16]=[CH:15][CH:14]=[CH:13][CH:12]=2)=[O:8])[CH:3]1OC.C[Si]([C:24]#[N:25])(C)C.B(F)(F)F.CCOCC. The catalyst is C(Cl)Cl. The product is [C:24]([CH:3]1[C:2]([CH3:19])([CH3:1])[CH2:6][CH2:5][N:4]1[C:7]([O:9][CH2:10][C:11]1[CH:16]=[CH:15][CH:14]=[CH:13][CH:12]=1)=[O:8])#[N:25]. The yield is 0.980. (3) The reactants are [C:1]1(=[O:11])[C:10]2[C:5](=[CH:6][CH:7]=[CH:8][CH:9]=2)[CH2:4][CH2:3][CH2:2]1.[Br:12][C:13]1[CH:14]=[C:15]([CH:18]=[CH:19][CH:20]=1)[CH:16]=O.[OH-].[K+]. The catalyst is O1CCCC1.CO. The product is [Br:12][C:13]1[CH:14]=[C:15]([CH:18]=[CH:19][CH:20]=1)/[CH:16]=[C:2]1/[C:1](=[O:11])[C:10]2[C:5]([CH2:4][CH2:3]/1)=[CH:6][CH:7]=[CH:8][CH:9]=2. The yield is 0.920.